Dataset: Forward reaction prediction with 1.9M reactions from USPTO patents (1976-2016). Task: Predict the product of the given reaction. Given the reactants [CH:1]([NH:4][C:5]([NH2:7])=[S:6])([CH3:3])[CH3:2].Br[CH2:9][C:10]([C:12]1[CH:20]=[CH:19][C:15]([C:16]([OH:18])=[O:17])=[CH:14][CH:13]=1)=O, predict the reaction product. The product is: [CH:1]([NH:4][C:5]1[S:6][CH:9]=[C:10]([C:12]2[CH:20]=[CH:19][C:15]([C:16]([OH:18])=[O:17])=[CH:14][CH:13]=2)[N:7]=1)([CH3:3])[CH3:2].